This data is from Peptide-MHC class II binding affinity with 134,281 pairs from IEDB. The task is: Regression. Given a peptide amino acid sequence and an MHC pseudo amino acid sequence, predict their binding affinity value. This is MHC class II binding data. (1) The MHC is DRB1_1501 with pseudo-sequence DRB1_1501. The binding affinity (normalized) is 0. The peptide sequence is AGGAGGVGAVGGKGG. (2) The peptide sequence is TPTKWDNSFLEI. The MHC is DRB1_1101 with pseudo-sequence DRB1_1101. The binding affinity (normalized) is 0.188.